Dataset: Reaction yield outcomes from USPTO patents with 853,638 reactions. Task: Predict the reaction yield, written as a fraction of the theoretical maximum amount of product (1.0 means a 100% yield; for example, 0.34 means a 34% yield). The yield is 0.996. No catalyst specified. The product is [Br:1][CH2:2][CH2:3][O:4][C:5]1[CH:10]=[CH:9][C:8]([C:11]([C:13]2[CH:18]=[CH:17][C:16]([OH:19])=[CH:15][CH:14]=2)=[C:21]([C:25]2[CH:30]=[CH:29][CH:28]=[CH:27][CH:26]=2)[CH2:22][CH3:23])=[CH:7][C:6]=1[F:20]. The reactants are [Br:1][CH2:2][CH2:3][O:4][C:5]1[CH:10]=[CH:9][C:8]([C:11]([C:13]2[CH:18]=[CH:17][C:16]([OH:19])=[CH:15][CH:14]=2)=O)=[CH:7][C:6]=1[F:20].[C:21]([C:25]1[CH:30]=[CH:29][CH:28]=[CH:27][CH:26]=1)(=O)[CH2:22][CH3:23].